From a dataset of Catalyst prediction with 721,799 reactions and 888 catalyst types from USPTO. Predict which catalyst facilitates the given reaction. (1) Reactant: [Cl:1][C:2]1[CH:10]=[CH:9][C:8]2[NH:7][C:6]3[CH2:11][CH2:12][N:13]([CH2:15][CH2:16][C:17]([CH3:20])([OH:19])[CH3:18])[CH2:14][C:5]=3[C:4]=2[CH:3]=1.Br[CH:22]=[C:23]([C:25]1[CH:30]=[CH:29][C:28]([F:31])=[CH:27][CH:26]=1)[CH3:24].N1CCC[C@H]1C(O)=O.P([O-])([O-])([O-])=O.[K+].[K+].[K+]. Product: [Cl:1][C:2]1[CH:10]=[CH:9][C:8]2[N:7](/[CH:22]=[C:23](/[C:25]3[CH:30]=[CH:29][C:28]([F:31])=[CH:27][CH:26]=3)\[CH3:24])[C:6]3[CH2:11][CH2:12][N:13]([CH2:15][CH2:16][C:17]([CH3:20])([OH:19])[CH3:18])[CH2:14][C:5]=3[C:4]=2[CH:3]=1. The catalyst class is: 3. (2) Reactant: [NH2:1][CH2:2][CH:3]([C:5]1[CH:10]=[CH:9][C:8]([C:11]2[N:15]=[C:14]([C:16]3[CH:21]=[C:20]([CH3:22])[N:19]=[C:18]([NH:23][CH:24]([CH3:26])[CH3:25])[N:17]=3)[O:13][N:12]=2)=[CH:7][CH:6]=1)[OH:4].CCN(C(C)C)C(C)C.[S:36](Cl)([CH3:39])(=[O:38])=[O:37]. Product: [OH:4][CH:3]([C:5]1[CH:10]=[CH:9][C:8]([C:11]2[N:15]=[C:14]([C:16]3[CH:21]=[C:20]([CH3:22])[N:19]=[C:18]([NH:23][CH:24]([CH3:26])[CH3:25])[N:17]=3)[O:13][N:12]=2)=[CH:7][CH:6]=1)[CH2:2][NH:1][S:36]([CH3:39])(=[O:38])=[O:37]. The catalyst class is: 2. (3) Reactant: [CH3:1][N:2]1[C:10]2[C:5](=[CH:6][C:7]([OH:12])=[CH:8][C:9]=2[CH3:11])[C:4]([CH:13]2[CH2:18][CH2:17][N:16]([CH3:19])[CH2:15][CH2:14]2)=[CH:3]1.[H-].[Na+].[F:22][C:23]1[CH:28]=[CH:27][CH:26]=[C:25]([F:29])[C:24]=1[S:30](Cl)(=[O:32])=[O:31].[OH-].[Na+]. Product: [CH3:1][N:2]1[C:10]2[C:5](=[CH:6][C:7]([O:12][S:30]([C:24]3[C:25]([F:29])=[CH:26][CH:27]=[CH:28][C:23]=3[F:22])(=[O:32])=[O:31])=[CH:8][C:9]=2[CH3:11])[C:4]([CH:13]2[CH2:18][CH2:17][N:16]([CH3:19])[CH2:15][CH2:14]2)=[CH:3]1. The catalyst class is: 20.